This data is from Experimentally validated miRNA-target interactions with 360,000+ pairs, plus equal number of negative samples. The task is: Binary Classification. Given a miRNA mature sequence and a target amino acid sequence, predict their likelihood of interaction. (1) The miRNA is hsa-miR-4763-3p with sequence AGGCAGGGGCUGGUGCUGGGCGGG. The protein sequence of the target gene is MAFPVDMLENCSHEELENSAEDYMSDLRCGDPENPECFSLLNITIPISLSNVGFVPLYGGDQTQKILALFAPEDSLTAVALYLADQWWAIDDIVKTSVPSREGLKQVSTLGERVVLYVLNRIIYRKQEMERNEIPFLCHSSTDYAKILWKKGEAIGFYSVKPTGSICASFLTQSYQLPVLDTMFLRKKYRGKDFGLHMLEDFVDSFTEDALGLRYPLSSLMYTACKQYFEKYPGDHELLWEVEGVGHWYQRIPVTRALQREALKILALSQNEPKRPMSGEYGPASVPEYEARTEDNQSSE.... Result: 0 (no interaction). (2) Result: 0 (no interaction). The miRNA is mmu-miR-384-5p with sequence UGUAAACAAUUCCUAGGCAAUGU. The protein sequence of the target gene is MAESIIIRVQSPDGVKRITATKRETAATFLKKVAKEFGFQNNGFSVYINRNKTGEITASSNKSLNLLKIKHGDLLFLFPSSLAGPSSEMETSVPPGFKVFGAPNVVEDEIDQYLSKQDGKIYRSRDPQLCRHGPLGKCVHCVPLEPFDEDYLNHLEPPVKHMSFHAYIRKLTGGADKGKFVALENISCKIKSGCEGHLPWPNGICTKCQPSAITLNRQKYRHVDNIMFENHTVADRFLDFWRKTGNQHFGYLYGRYTEHKDIPLGIRAEVAAIYEPPQIGTQNSLELLEDPKAEVVDEIA.... (3) The miRNA is mmu-miR-3101-5p with sequence GGUACCAUUGACUAAAGCUAG. The protein sequence of the target gene is MGSKTLPAPVPIHPSLQLTNYSFLQAVNGLPTVPSDHLPNLYGFSALHAVHLHQWTLGYPAMHLPRSSFSKVPGTVSSLVDARFQLPAFPWFPHVIQPKPEITAGGSVPALKTKPRFDFANLALAATQEDPAKLGRGEGPGSPAGGLGALLDVTKLSPEKKPTRGRLPSKTKKEFVCKFCGRHFTKSYNLLIHERTHTDERPYTCDICHKAFRRQDHLRDHRYIHSKEKPFKCQECGKGFCQSRTLAVHKTLHSQVKELKTSKIKC. Result: 0 (no interaction). (4) The miRNA is hsa-miR-186-5p with sequence CAAAGAAUUCUCCUUUUGGGCU. The protein sequence of the target gene is MWVRTTLTIERWTKEKTEPKARSWDEALSDVNRLPSWERGHLLAGVASSTDVSTFSEGGDCKEPDKCCWRHKQCTGHIIYPFASDCVRHSLHLHSVNHCNCNSRLKDSSEDSSSSRGAGPTCSHVIESPCFELTPEEEHVERFRYGWCKSYRPVSVAVIHHPLYHECGADDLNEEEEEEEEESKPPIPTQVGPATASPDLGTSMATGTPDSTAPITIWRSESPTGKGQGSKVIKKVKKKKEKEKDKEEMDEKAKLKKKAKKGQLTKKKSPVKLEPSPPDVSRSLSARQLARMSESSPESR.... Result: 1 (interaction).